From a dataset of Peptide-MHC class I binding affinity with 185,985 pairs from IEDB/IMGT. Regression. Given a peptide amino acid sequence and an MHC pseudo amino acid sequence, predict their binding affinity value. This is MHC class I binding data. The peptide sequence is LTTLSRTSKK. The MHC is HLA-A11:01 with pseudo-sequence HLA-A11:01. The binding affinity (normalized) is 0.304.